From a dataset of Reaction yield outcomes from USPTO patents with 853,638 reactions. Predict the reaction yield, written as a fraction of the theoretical maximum amount of product (1.0 means a 100% yield; for example, 0.34 means a 34% yield). (1) The product is [C:1]([C:5]1[CH:12]=[CH:11][C:8]([CH:9]2[N:13]([C:14]3[S:15][C:16]([S:19]([C:22]4[CH:23]=[CH:24][C:25]([N+:28]([O-:30])=[O:29])=[CH:26][CH:27]=4)(=[O:20])=[O:21])=[CH:17][N:18]=3)[C:33](=[O:32])[C:34]([OH:44])=[C:35]2[C:36]([C:37]2[CH:42]=[CH:41][N:40]=[CH:39][CH:38]=2)=[O:43])=[CH:7][CH:6]=1)([CH3:4])([CH3:3])[CH3:2]. The reactants are [C:1]([C:5]1[CH:12]=[CH:11][C:8]([CH:9]=O)=[CH:7][CH:6]=1)([CH3:4])([CH3:3])[CH3:2].[NH2:13][C:14]1[S:15][C:16]([S:19]([C:22]2[CH:27]=[CH:26][C:25]([N+:28]([O-:30])=[O:29])=[CH:24][CH:23]=2)(=[O:21])=[O:20])=[CH:17][N:18]=1.C[O:32][C:33](=O)[C:34](=[O:44])[CH2:35][C:36](=[O:43])[C:37]1[CH:42]=[CH:41][N:40]=[CH:39][CH:38]=1. No catalyst specified. The yield is 0.730. (2) The reactants are C(OC([NH:8][CH2:9][C:10](O)=O)=O)(C)(C)C.F[B-](F)(F)F.N1(OC(N(C)C)=[N+](C)C)C2C=CC=CC=2N=N1.O.ON1C2C=CC=CC=2N=N1.C(N(CC)C(C)C)(C)C.[OH:55][NH:56][C:57](=[NH:85])[C:58]1[CH:63]=[CH:62][C:61]([N:64]2[CH2:69][CH2:68][N:67]([C:70]3[N:71]([CH3:83])[C:72](=[O:82])[CH:73]=[C:74]([C:76]4[CH:81]=[CH:80][N:79]=[CH:78][N:77]=4)[N:75]=3)[C@H:66]([CH3:84])[CH2:65]2)=[CH:60][CH:59]=1. The catalyst is CN(C)C=O.O. The product is [NH2:8][CH2:9][C:10]1[O:55][N:56]=[C:57]([C:58]2[CH:59]=[CH:60][C:61]([N:64]3[CH2:69][CH2:68][N:67]([C:70]4[N:71]([CH3:83])[C:72](=[O:82])[CH:73]=[C:74]([C:76]5[CH:81]=[CH:80][N:79]=[CH:78][N:77]=5)[N:75]=4)[C@H:66]([CH3:84])[CH2:65]3)=[CH:62][CH:63]=2)[N:85]=1. The yield is 0.270.